From a dataset of NCI-60 drug combinations with 297,098 pairs across 59 cell lines. Regression. Given two drug SMILES strings and cell line genomic features, predict the synergy score measuring deviation from expected non-interaction effect. Drug 1: CN(C)C1=NC(=NC(=N1)N(C)C)N(C)C. Drug 2: CS(=O)(=O)CCNCC1=CC=C(O1)C2=CC3=C(C=C2)N=CN=C3NC4=CC(=C(C=C4)OCC5=CC(=CC=C5)F)Cl. Cell line: SK-MEL-2. Synergy scores: CSS=-4.93, Synergy_ZIP=3.52, Synergy_Bliss=2.67, Synergy_Loewe=-3.14, Synergy_HSA=-1.69.